This data is from Retrosynthesis with 50K atom-mapped reactions and 10 reaction types from USPTO. The task is: Predict the reactants needed to synthesize the given product. (1) The reactants are: C=C[Mg+].CC(C)(C)CC=O. Given the product C=CC(O)CC(C)(C)C, predict the reactants needed to synthesize it. (2) The reactants are: Cc1sc2nc(Cl)nc(NCCc3ccc4c(c3)OCO4)c2c1C.c1cn[nH]c1. Given the product Cc1sc2nc(-n3cccn3)nc(NCCc3ccc4c(c3)OCO4)c2c1C, predict the reactants needed to synthesize it. (3) Given the product CCOC(=O)N(C)COC(=O)C1=C(COC(C)=O)CSC2C(N)C(=O)N12, predict the reactants needed to synthesize it. The reactants are: CC(=O)OCC1=C(C(=O)O)N2C(=O)C(N)C2SC1.CCOC(=O)N(C)CCl. (4) Given the product O=C(O)c1cc2cc(Cl)cc(Cl)c2nc1N[C@@H](Cc1ccc(O)cc1)C(=O)O, predict the reactants needed to synthesize it. The reactants are: N[C@@H](Cc1ccc(O)cc1)C(=O)O.O=C(O)c1cc2cc(Cl)cc(Cl)c2nc1Cl. (5) The reactants are: C1COCCN1.CC(=O)Oc1ccc(CCl)cc1. Given the product CC(=O)Oc1ccc(CN2CCOCC2)cc1, predict the reactants needed to synthesize it. (6) Given the product COc1ccccc1-c1ccc(C(=O)O)cc1, predict the reactants needed to synthesize it. The reactants are: COc1ccccc1Br.O=C(O)c1ccc(B(O)O)cc1. (7) Given the product CCC(=O)c1ccc(OC(F)(F)F)cc1, predict the reactants needed to synthesize it. The reactants are: CC[Mg+].CON(C)C(=O)c1ccc(OC(F)(F)F)cc1.